From a dataset of Forward reaction prediction with 1.9M reactions from USPTO patents (1976-2016). Predict the product of the given reaction. (1) The product is: [Cl:1][C:2]1[CH:3]=[C:4]([CH2:14][N:15]2[C:19]([CH3:20])=[CH:18][C:17]([C:21]([NH:31][N:32]3[CH2:37][CH2:36][O:35][CH2:34][CH2:33]3)=[O:22])=[N:16]2)[C:5]2[O:9][C:8]([CH:10]3[CH2:12][CH2:11]3)=[CH:7][C:6]=2[CH:13]=1. Given the reactants [Cl:1][C:2]1[CH:3]=[C:4]([CH2:14][N:15]2[C:19]([CH3:20])=[CH:18][C:17]([C:21](Cl)=[O:22])=[N:16]2)[C:5]2[O:9][C:8]([CH:10]3[CH2:12][CH2:11]3)=[CH:7][C:6]=2[CH:13]=1.CCN(CC)CC.[NH2:31][N:32]1[CH2:37][CH2:36][O:35][CH2:34][CH2:33]1, predict the reaction product. (2) Given the reactants [Cl:1][C:2]1[CH:3]=[C:4](F)[C:5]([O:8][CH2:9][C:10]#[CH:11])=[N:6][CH:7]=1.[CH3:13][O-:14].[Na+].O, predict the reaction product. The product is: [Cl:1][C:2]1[CH:3]=[C:4]([O:14][CH3:13])[C:5]([O:8][CH2:9][C:10]#[CH:11])=[N:6][CH:7]=1.